The task is: Predict the product of the given reaction.. This data is from Forward reaction prediction with 1.9M reactions from USPTO patents (1976-2016). Given the reactants [NH2:1][C:2]1[CH:7]=[CH:6][CH:5]=[CH:4][CH:3]=1.[CH2:8]([Li])[CH2:9][CH2:10]C.[Cl:13][C:14]1[N:19]=[C:18](S(C)(=O)=O)[N:17]=[C:16]([NH:24]C(C)C)[C:15]=1[C:28]1[C:33]([F:34])=[CH:32][CH:31]=[CH:30][C:29]=1[Cl:35].Cl, predict the reaction product. The product is: [Cl:13][C:14]1[N:19]([CH:9]([CH3:10])[CH3:8])[CH:18]([NH:1][C:2]2[CH:7]=[CH:6][CH:5]=[CH:4][CH:3]=2)[N:17]=[C:16]([NH2:24])[C:15]=1[C:28]1[C:33]([F:34])=[CH:32][CH:31]=[CH:30][C:29]=1[Cl:35].